This data is from Peptide-MHC class I binding affinity with 185,985 pairs from IEDB/IMGT. The task is: Regression. Given a peptide amino acid sequence and an MHC pseudo amino acid sequence, predict their binding affinity value. This is MHC class I binding data. (1) The peptide sequence is VTSSGAIYK. The MHC is HLA-A03:01 with pseudo-sequence HLA-A03:01. The binding affinity (normalized) is 0.671. (2) The peptide sequence is VCFMYSDFHF. The MHC is HLA-A23:01 with pseudo-sequence HLA-A23:01. The binding affinity (normalized) is 0.726.